This data is from Peptide-MHC class II binding affinity with 134,281 pairs from IEDB. The task is: Regression. Given a peptide amino acid sequence and an MHC pseudo amino acid sequence, predict their binding affinity value. This is MHC class II binding data. (1) The peptide sequence is SIKAVYNFATCGIFA. The MHC is DRB1_1101 with pseudo-sequence DRB1_1101. The binding affinity (normalized) is 0.501. (2) The peptide sequence is SQDLNLSWNLNGLQAY. The MHC is HLA-DQA10301-DQB10302 with pseudo-sequence HLA-DQA10301-DQB10302. The binding affinity (normalized) is 0.347. (3) The peptide sequence is TGVMRGNHYAFVGVM. The MHC is HLA-DQA10102-DQB10501 with pseudo-sequence HLA-DQA10102-DQB10501. The binding affinity (normalized) is 0.589. (4) The peptide sequence is EITGIMKDLDEPGHL. The MHC is HLA-DQA10301-DQB10302 with pseudo-sequence HLA-DQA10301-DQB10302. The binding affinity (normalized) is 0.0808.